The task is: Regression. Given two drug SMILES strings and cell line genomic features, predict the synergy score measuring deviation from expected non-interaction effect.. This data is from Merck oncology drug combination screen with 23,052 pairs across 39 cell lines. Drug 1: O=C(O)C1(Cc2cccc(Nc3nccs3)n2)CCC(Oc2cccc(Cl)c2F)CC1. Drug 2: O=C(NOCC(O)CO)c1ccc(F)c(F)c1Nc1ccc(I)cc1F. Cell line: NCIH460. Synergy scores: synergy=15.0.